From a dataset of Catalyst prediction with 721,799 reactions and 888 catalyst types from USPTO. Predict which catalyst facilitates the given reaction. (1) Reactant: C(OC([N:8]1[CH2:13][CH2:12][CH:11]([CH2:14][C:15](=[O:45])[NH:16][C:17]2[S:18][C:19]3[CH:25]=[C:24]([O:26][S:27]([C:30]4[CH:35]=[CH:34][C:33]([NH:36][CH2:37]CCN5C=CN=C5)=[CH:32][CH:31]=4)(=[O:29])=[O:28])[CH:23]=[CH:22][C:20]=3[N:21]=2)[CH2:10][CH2:9]1)=O)(C)(C)C.[ClH:46]. Product: [ClH:46].[NH:8]1[CH2:9][CH2:10][CH:11]([CH2:14][C:15]([NH:16][C:17]2[S:18][C:19]3[CH:25]=[C:24]([O:26][S:27]([C:30]4[CH:35]=[CH:34][C:33]([NH:36][CH2:37][CH2:17][NH:21][CH:20]([CH3:22])[CH3:19])=[CH:32][CH:31]=4)(=[O:29])=[O:28])[CH:23]=[CH:22][C:20]=3[N:21]=2)=[O:45])[CH2:12][CH2:13]1. The catalyst class is: 12. (2) Reactant: [F:1][C:2]1[CH:36]=[C:35]([NH:37][C:38]([NH:40][C:41](=[O:49])[CH2:42][C:43]2[CH:48]=[CH:47][CH:46]=[CH:45][CH:44]=2)=[S:39])[CH:34]=[CH:33][C:3]=1[O:4][C:5]1[CH:10]=[CH:9][N:8]=[C:7]2[CH:11]=[C:12]([C:14]3[CH:15]=[C:16]([CH:30]=[CH:31][CH:32]=3)[CH2:17][N:18]([CH2:26][CH2:27][O:28][CH3:29])C(=O)OC(C)(C)C)[S:13][C:6]=12.C(O)(C(F)(F)F)=O. Product: [F:1][C:2]1[CH:36]=[C:35]([NH:37][C:38]([NH:40][C:41](=[O:49])[CH2:42][C:43]2[CH:44]=[CH:45][CH:46]=[CH:47][CH:48]=2)=[S:39])[CH:34]=[CH:33][C:3]=1[O:4][C:5]1[CH:10]=[CH:9][N:8]=[C:7]2[CH:11]=[C:12]([C:14]3[CH:32]=[CH:31][CH:30]=[C:16]([CH2:17][NH:18][CH2:26][CH2:27][O:28][CH3:29])[CH:15]=3)[S:13][C:6]=12. The catalyst class is: 2.